Dataset: Full USPTO retrosynthesis dataset with 1.9M reactions from patents (1976-2016). Task: Predict the reactants needed to synthesize the given product. Given the product [C:1](=[N:14][N:15]([C:16]1[CH:17]=[CH:18][C:19]([Cl:22])=[CH:20][CH:21]=1)[CH3:25])([C:8]1[CH:13]=[CH:12][CH:11]=[CH:10][CH:9]=1)[C:2]1[CH:3]=[CH:4][CH:5]=[CH:6][CH:7]=1, predict the reactants needed to synthesize it. The reactants are: [C:1](=[N:14][NH:15][C:16]1[CH:21]=[CH:20][C:19]([Cl:22])=[CH:18][CH:17]=1)([C:8]1[CH:13]=[CH:12][CH:11]=[CH:10][CH:9]=1)[C:2]1[CH:7]=[CH:6][CH:5]=[CH:4][CH:3]=1.CI.[C:25](OC)(C)(C)C.